From a dataset of Catalyst prediction with 721,799 reactions and 888 catalyst types from USPTO. Predict which catalyst facilitates the given reaction. (1) Product: [CH2:7]([O:9][P:10]([CH2:15][S:2][CH2:3][C:4]([OH:6])=[O:5])([O:11][CH2:12][CH3:13])=[O:14])[CH3:8]. The catalyst class is: 127. Reactant: [Na+].[SH:2][CH2:3][C:4]([O-:6])=[O:5].[CH2:7]([O:9][P:10]([CH2:15]I)(=[O:14])[O:11][CH2:12][CH3:13])[CH3:8].C([O-])([O-])=O.[Na+].[Na+]. (2) Reactant: [Cl:1][C:2]1[CH:3]=[C:4]([CH:32]=[CH:33][CH:34]=1)[CH2:5][NH:6][C:7]([C:9]1[N:10]([CH2:26][CH:27]([O:30][CH3:31])[O:28][CH3:29])[CH:11]=[C:12]([CH:24]=[O:25])[C:13](=[O:23])[C:14]=1[O:15][CH2:16][C:17]1[CH:22]=[CH:21][CH:20]=[CH:19][CH:18]=1)=[O:8].[CH2:35]([Mg]Br)[CH3:36].S([O-])(O)(=O)=O.[K+]. Product: [Cl:1][C:2]1[CH:3]=[C:4]([CH:32]=[CH:33][CH:34]=1)[CH2:5][NH:6][C:7]([C:9]1[N:10]([CH2:26][CH:27]([O:28][CH3:29])[O:30][CH3:31])[CH:11]=[C:12]([CH:24]([OH:25])[CH2:35][CH3:36])[C:13](=[O:23])[C:14]=1[O:15][CH2:16][C:17]1[CH:22]=[CH:21][CH:20]=[CH:19][CH:18]=1)=[O:8]. The catalyst class is: 7. (3) Reactant: [CH2:1]([O:5][CH2:6][CH2:7][O:8][C:9]1[CH:14]=[CH:13][C:12]([C:15]2[CH:16]=[CH:17][C:18]3[N:24]([CH2:25][CH2:26][CH3:27])[CH2:23][CH2:22][C:21]([C:28]([NH:30][C:31]4[CH:36]=[CH:35][C:34]([S:37][CH2:38][C:39]5[N:43]([CH2:44][CH2:45][CH3:46])[CH:42]=[N:41][N:40]=5)=[CH:33][CH:32]=4)=[O:29])=[CH:20][C:19]=3[CH:47]=2)=[CH:11][CH:10]=1)[CH2:2][CH2:3][CH3:4].ClC1C=CC=C(C(OO)=[O:56])C=1.S([O-])([O-])(=O)=S.[Na+].[Na+]. Product: [CH2:1]([O:5][CH2:6][CH2:7][O:8][C:9]1[CH:10]=[CH:11][C:12]([C:15]2[CH:16]=[CH:17][C:18]3[N:24]([CH2:25][CH2:26][CH3:27])[CH2:23][CH2:22][C:21]([C:28]([NH:30][C:31]4[CH:32]=[CH:33][C:34]([S:37]([CH2:38][C:39]5[N:43]([CH2:44][CH2:45][CH3:46])[CH:42]=[N:41][N:40]=5)=[O:56])=[CH:35][CH:36]=4)=[O:29])=[CH:20][C:19]=3[CH:47]=2)=[CH:13][CH:14]=1)[CH2:2][CH2:3][CH3:4]. The catalyst class is: 4. (4) Product: [Cl:36][C:22]1[C:23]([NH:25][C:26]2[CH:35]=[CH:34][CH:33]=[CH:32][C:27]=2[C:28]([NH:30][CH3:31])=[O:29])=[N:24][C:19]([NH:1][C:2]2[C:15]([O:16][CH3:17])=[CH:14][C:5]3[NH:6][C:7](=[O:13])[CH2:8][CH2:9][C:10]([CH3:12])([CH3:11])[C:4]=3[CH:3]=2)=[N:20][CH:21]=1. Reactant: [NH2:1][C:2]1[C:15]([O:16][CH3:17])=[CH:14][C:5]2[NH:6][C:7](=[O:13])[CH2:8][CH2:9][C:10]([CH3:12])([CH3:11])[C:4]=2[CH:3]=1.Cl[C:19]1[N:24]=[C:23]([NH:25][C:26]2[CH:35]=[CH:34][CH:33]=[CH:32][C:27]=2[C:28]([NH:30][CH3:31])=[O:29])[C:22]([Cl:36])=[CH:21][N:20]=1.C12(CS(O)(=O)=O)C(C)(C)C(CC1)CC2=O.CC[NH+](CC)CC.CC[NH+](CC)CC.C([O-])([O-])=O. The catalyst class is: 32. (5) Reactant: [H-].[Na+].[C:3]([O:9][CH2:10][CH3:11])(=[O:8])[CH2:4][C:5]([CH3:7])=[O:6].Br[CH2:13][C:14]([C:16]1[CH:21]=[CH:20][CH:19]=[CH:18][CH:17]=1)=[O:15]. Product: [C:5]([CH:4]([CH2:13][C:14](=[O:15])[C:16]1[CH:21]=[CH:20][CH:19]=[CH:18][CH:17]=1)[C:3]([O:9][CH2:10][CH3:11])=[O:8])(=[O:6])[CH3:7]. The catalyst class is: 1. (6) Reactant: [OH:1][C:2]1[CH:3]=[C:4]([CH:9]=[C:10]([OH:15])[C:11]=1[CH:12]([CH3:14])[CH3:13])[C:5]([O:7][CH3:8])=[O:6].S(O[CH2:21][CH2:22][CH2:23][CH2:24][CH2:25][CH2:26][CH2:27][CH2:28]/[CH:29]=[CH:30]\[CH2:31]/[CH:32]=[CH:33]\[CH2:34][CH2:35][CH2:36][CH2:37][CH3:38])(=O)(=O)C.C(=O)([O-])[O-].[K+].[K+]. Product: [CH:12]([C:11]1[C:2]([O:1][CH2:21][CH2:22][CH2:23][CH2:24][CH2:25][CH2:26][CH2:27][CH2:28]/[CH:29]=[CH:30]\[CH2:31]/[CH:32]=[CH:33]\[CH2:34][CH2:35][CH2:36][CH2:37][CH3:38])=[CH:3][C:4]([C:5]([O:7][CH3:8])=[O:6])=[CH:9][C:10]=1[O:15][CH2:21][CH2:22][CH2:23][CH2:24][CH2:25][CH2:26][CH2:27][CH2:28]/[CH:29]=[CH:30]\[CH2:31]/[CH:32]=[CH:33]\[CH2:34][CH2:35][CH2:36][CH2:37][CH3:38])([CH3:13])[CH3:14]. The catalyst class is: 18. (7) Reactant: [Cl:1][C:2]1[CH:7]=[CH:6][C:5]([C:8]2[S:9][C:10]([CH3:21])=[C:11]([C:13]3[C:14](=[O:20])[CH2:15][CH2:16][C:17]=3[O:18][CH3:19])[N:12]=2)=[CH:4][CH:3]=1.C([N-]C(C)C)(C)C.[Li+].[O:30]1[CH2:35][CH2:34][CH:33]([CH:36]=O)[CH2:32][CH2:31]1.CC(C)([O-])C.[K+]. The catalyst class is: 7. Product: [Cl:1][C:2]1[CH:7]=[CH:6][C:5]([C:8]2[S:9][C:10]([CH3:21])=[C:11]([C:13]3[C:14](=[O:20])/[C:15](=[CH:36]/[CH:33]4[CH2:34][CH2:35][O:30][CH2:31][CH2:32]4)/[CH2:16][C:17]=3[O:18][CH3:19])[N:12]=2)=[CH:4][CH:3]=1. (8) Reactant: C(N(C(C)C)CC)(C)C.[NH:10]([C:31]([O:33][CH2:34][CH:35]1[C:47]2[C:42](=[CH:43][CH:44]=[CH:45][CH:46]=2)[C:41]2[C:36]1=[CH:37][CH:38]=[CH:39][CH:40]=2)=[O:32])[C@H:11]([C:28](O)=[O:29])[CH2:12][C:13]1[CH:18]=[CH:17][C:16]([O:19][C:20]([C:22]2[CH:27]=[CH:26][CH:25]=[CH:24][CH:23]=2)=[O:21])=[CH:15][CH:14]=1.Cl.[C:49]([O:53][C:54](=[O:60])[C@@H:55]1[CH2:59][CH2:58][CH2:57][NH:56]1)([CH3:52])([CH3:51])[CH3:50].CN(C(ON1N=NC2C=CC=NC1=2)=[N+](C)C)C.F[P-](F)(F)(F)(F)F. Product: [NH:10]([C:31]([O:33][CH2:34][CH:35]1[C:36]2[C:41](=[CH:40][CH:39]=[CH:38][CH:37]=2)[C:42]2[C:47]1=[CH:46][CH:45]=[CH:44][CH:43]=2)=[O:32])[C@H:11]([C:28]([N:56]1[CH2:57][CH2:58][CH2:59][C@H:55]1[C:54]([O:53][C:49]([CH3:51])([CH3:52])[CH3:50])=[O:60])=[O:29])[CH2:12][C:13]1[CH:14]=[CH:15][C:16]([O:19][C:20]([C:22]2[CH:23]=[CH:24][CH:25]=[CH:26][CH:27]=2)=[O:21])=[CH:17][CH:18]=1. The catalyst class is: 84. (9) Reactant: Cl.[NH2:2][CH2:3][C:4]([O:6][CH2:7][CH3:8])=[O:5].CCN(CC)CC.[CH3:16][O:17][C:18]1[CH:19]=[C:20]([CH:23]=[CH:24][C:25]=1[O:26][CH3:27])[CH:21]=O.[BH4-].[Na+]. Product: [CH3:16][O:17][C:18]1[CH:19]=[C:20]([CH:23]=[CH:24][C:25]=1[O:26][CH3:27])[CH2:21][NH:2][CH2:3][C:4]([O:6][CH2:7][CH3:8])=[O:5]. The catalyst class is: 191.